From a dataset of Forward reaction prediction with 1.9M reactions from USPTO patents (1976-2016). Predict the product of the given reaction. (1) Given the reactants [NH2:1][C:2]1[N:3]([C:17]2[CH:22]=[CH:21][CH:20]=[CH:19][CH:18]=2)[N:4]=[C:5]2[C:14]3[CH:13]=[CH:12][C:11](N)=[CH:10][C:9]=3[NH:8][C:7](=[O:16])[C:6]=12.S(=O)(=O)(O)[OH:24].N([O-])=O.[Na+].C(=O)([O-])O.[Na+], predict the reaction product. The product is: [NH2:1][C:2]1[N:3]([C:17]2[CH:22]=[CH:21][CH:20]=[CH:19][CH:18]=2)[N:4]=[C:5]2[C:14]3[CH:13]=[CH:12][C:11]([OH:24])=[CH:10][C:9]=3[NH:8][C:7](=[O:16])[C:6]=12. (2) Given the reactants [CH2:1]([O:6][C:7]1[CH:16]=[CH:15][C:14]2[C:9](=[CH:10][CH:11]=[CH:12][CH:13]=2)[C:8]=1[CH:17]=[O:18])[CH2:2][CH:3]([CH3:5])C.OC1C=CC2C(=CC=CC=2)C=1C=O.BrCC1C=C[C:37]([C:38]#[N:39])=[CH:36][CH:35]=1, predict the reaction product. The product is: [CH:17]([C:8]1[C:9]2[C:14](=[CH:13][CH:12]=[CH:11][CH:10]=2)[CH:15]=[CH:16][C:7]=1[O:6][CH2:1][C:2]1[CH:3]=[CH:5][C:37]([C:38]#[N:39])=[CH:36][CH:35]=1)=[O:18]. (3) Given the reactants [OH:1][C:2]1[C:7]2[C@@:8]3([OH:45])[C@@:21]([O:25][CH3:26])([C@H:22]([OH:24])[CH2:23][C:6]=2[CH:5]=[C:4]([CH3:46])[C:3]=1[C:47]([O:49][CH3:50])=[O:48])[C:20](=[O:27])[C:19]1[C:10](=[CH:11][C:12]2[C:13](=[O:43])[C:14]([NH:30][C@@H:31]4[C@H:36]([O:37][CH3:38])[C@H:35]([OH:39])[C@@H:34]([O:40][CH3:41])[C@H:33]([CH3:42])[O:32]4)=[CH:15][C:16](=[O:29])[C:17]=2[C:18]=1[OH:28])[C:9]3=[O:44].C(=O)([O-])[O-].[K+].[K+].Cl.[N:58]1[CH:63]=[CH:62][CH:61]=[C:60]([CH2:64][Cl:65])[CH:59]=1, predict the reaction product. The product is: [ClH:65].[OH:24][C@H:22]1[C@:21]2([O:25][CH3:26])[C@@:8]([OH:45])([C:9](=[O:44])[C:10]3[C:19]([C:20]2=[O:27])=[C:18]([OH:28])[C:17]2[C:16](=[O:29])[CH:15]=[C:14]([NH:30][C@@H:31]4[C@H:36]([O:37][CH3:38])[C@H:35]([OH:39])[C@@H:34]([O:40][CH3:41])[C@H:33]([CH3:42])[O:32]4)[C:13](=[O:43])[C:12]=2[CH:11]=3)[C:7]2[C:2]([O:1][CH2:64][C:60]3[CH:59]=[N:58][CH:63]=[CH:62][CH:61]=3)=[C:3]([C:47]([O:49][CH3:50])=[O:48])[C:4]([CH3:46])=[CH:5][C:6]=2[CH2:23]1. (4) Given the reactants [NH:1]1[C:5]2=[N:6][CH:7]=[CH:8][CH:9]=[C:4]2[CH:3]=[C:2]1[CH2:10][OH:11].[CH3:12][C:13]([Si:16](Cl)([CH3:18])[CH3:17])([CH3:15])[CH3:14].N1C=CN=C1, predict the reaction product. The product is: [Si:16]([O:11][CH2:10][C:2]1[NH:1][C:5]2=[N:6][CH:7]=[CH:8][CH:9]=[C:4]2[CH:3]=1)([C:13]([CH3:15])([CH3:14])[CH3:12])([CH3:18])[CH3:17].